Predict the product of the given reaction. From a dataset of Forward reaction prediction with 1.9M reactions from USPTO patents (1976-2016). (1) Given the reactants [CH3:1][C:2]1[CH:21]=[CH:20][C:5]([CH2:6][C:7]2[NH:12][C:11](=[O:13])[C:10]([CH:14]([NH:16]C(=O)C)[CH3:15])=[N:9][N:8]=2)=[CH:4][CH:3]=1.[OH-].[Na+], predict the reaction product. The product is: [NH2:16][CH:14]([C:10]1[C:11](=[O:13])[NH:12][C:7]([CH2:6][C:5]2[CH:20]=[CH:21][C:2]([CH3:1])=[CH:3][CH:4]=2)=[N:8][N:9]=1)[CH3:15]. (2) Given the reactants [CH3:1][C:2]1[N:7]2[C:8]([C:12]3[CH:17]=[CH:16][CH:15]=[CH:14][CH:13]=3)=[C:9](O)[N:10]=[C:6]2[CH:5]=[CH:4][CH:3]=1.P(Br)(Br)([Br:20])=O.C(=O)(O)[O-].[Na+], predict the reaction product. The product is: [Br:20][C:9]1[N:10]=[C:6]2[CH:5]=[CH:4][CH:3]=[C:2]([CH3:1])[N:7]2[C:8]=1[C:12]1[CH:17]=[CH:16][CH:15]=[CH:14][CH:13]=1.